This data is from Full USPTO retrosynthesis dataset with 1.9M reactions from patents (1976-2016). The task is: Predict the reactants needed to synthesize the given product. Given the product [C:1]([C:4]1[CH:5]=[C:6]([CH:10]2[C:19]([CH3:21])([CH3:20])[CH2:18][C:17]3[C:12](=[CH:13][CH:14]=[C:15]([C:22]([OH:24])=[O:23])[CH:16]=3)[NH:11]2)[CH:7]=[CH:8][CH:9]=1)(=[O:3])[NH2:2], predict the reactants needed to synthesize it. The reactants are: [C:1]([C:4]1[CH:5]=[C:6]([CH:10]2[C:19]([CH3:21])([CH3:20])[CH2:18][C:17]3[C:12](=[CH:13][CH:14]=[C:15]([C:22]([O:24]C)=[O:23])[CH:16]=3)[NH:11]2)[CH:7]=[CH:8][CH:9]=1)(=[O:3])[NH2:2].[OH-].[Na+].